This data is from Forward reaction prediction with 1.9M reactions from USPTO patents (1976-2016). The task is: Predict the product of the given reaction. (1) Given the reactants [N+:1]([C:4]1[CH:5]=[C:6]([CH:23]=[CH:24][CH:25]=1)[O:7][C:8]1[CH:13]=[CH:12][N:11]2[N:14]=[C:15]([NH:17][C:18]([CH:20]3[CH2:22][CH2:21]3)=[O:19])[N:16]=[C:10]2[CH:9]=1)([O-])=O.Cl.C(O)C, predict the reaction product. The product is: [NH2:1][C:4]1[CH:5]=[C:6]([CH:23]=[CH:24][CH:25]=1)[O:7][C:8]1[CH:13]=[CH:12][N:11]2[N:14]=[C:15]([NH:17][C:18]([CH:20]3[CH2:22][CH2:21]3)=[O:19])[N:16]=[C:10]2[CH:9]=1. (2) Given the reactants [F:1][C:2]1[CH:3]=[CH:4][C:5]([OH:16])=[N:6][C:7]=1[NH:8][CH2:9][CH:10]1[CH2:15][CH2:14][O:13][CH2:12][CH2:11]1.C(N(CC)CC)C.[F:24][C:25]([F:38])([F:37])[S:26](O[S:26]([C:25]([F:38])([F:37])[F:24])(=[O:28])=[O:27])(=[O:28])=[O:27].C(=O)(O)[O-].[Na+], predict the reaction product. The product is: [F:24][C:25]([F:38])([F:37])[S:26]([O:16][C:5]1[CH:4]=[CH:3][C:2]([F:1])=[C:7]([NH:8][CH2:9][CH:10]2[CH2:15][CH2:14][O:13][CH2:12][CH2:11]2)[N:6]=1)(=[O:28])=[O:27]. (3) Given the reactants [CH3:1][C:2]1(C)OC(=O)[CH:5]([CH:9]([C:20]2[C:28]3[C:23](=[C:24]([CH2:29][S:30][CH3:31])[CH:25]=[CH:26][CH:27]=3)[NH:22][CH:21]=2)[C:10]2[CH:19]=[CH:18][C:17]3[C:12](=[CH:13][CH:14]=[CH:15][CH:16]=3)[CH:11]=2)[C:4](=[O:32])[O:3]1, predict the reaction product. The product is: [CH3:31][S:30][CH2:29][C:24]1[CH:25]=[CH:26][CH:27]=[C:28]2[C:23]=1[NH:22][CH:21]=[C:20]2[CH:9]([C:10]1[CH:19]=[CH:18][C:17]2[C:12](=[CH:13][CH:14]=[CH:15][CH:16]=2)[CH:11]=1)[CH2:5][C:4]([O:3][CH2:2][CH3:1])=[O:32]. (4) Given the reactants [Si]([O:8][CH2:9][C@@H:10]1[C@@H:14]([O:15][Si:16]([CH:23]([CH3:25])[CH3:24])([CH:20]([CH3:22])[CH3:21])[CH:17]([CH3:19])[CH3:18])[CH2:13][C@H:12]([NH2:26])[CH2:11]1)(C(C)(C)C)(C)C.Cl.C(=O)([O-])[O-].[Na+].[Na+].C(Cl)Cl, predict the reaction product. The product is: [NH2:26][C@@H:12]1[CH2:11][C@H:10]([CH2:9][OH:8])[C@@H:14]([O:15][Si:16]([CH:17]([CH3:19])[CH3:18])([CH:23]([CH3:25])[CH3:24])[CH:20]([CH3:22])[CH3:21])[CH2:13]1. (5) Given the reactants [NH2:1][C:2]1[CH:7]=[CH:6][C:5]([C:8]2[C:9]([NH2:17])=[N:10][C:11]([NH2:16])=[N:12][C:13]=2[CH2:14]C)=[CH:4][CH:3]=1.[CH3:18][C:19]1([CH3:27])[C:21]([CH3:23])([CH3:22])[CH:20]1[C:24]([OH:26])=O.C1[C:36]2[C:31](=[CH:32][CH:33]=[CH:34][CH:35]=2)[CH2:30]C1C(O)=O.CN(C([O:47]N1N=NC2C=CC=NC1=2)=[N+](C)C)C.F[P-](F)(F)(F)(F)F.CN(C(ON1N=NC2C=CC=CC1=2)=[N+](C)C)C.[B-](F)(F)(F)F, predict the reaction product. The product is: [NH2:16][C:11]1[N:10]=[C:9]([NH2:17])[C:8]([C:5]2[CH:4]=[CH:3][C:2]([NH:1][C:24]([CH:20]3[C:21]([CH3:22])([CH3:23])[C:19]3([CH3:18])[CH3:27])=[O:26])=[CH:7][CH:6]=2)=[C:13]([CH2:14][O:47][CH2:30][C:31]2[CH:36]=[CH:35][CH:34]=[CH:33][CH:32]=2)[N:12]=1. (6) Given the reactants [CH3:1][O:2][C:3]1[CH:8]=[C:7]([C:9]#[N:10])[CH:6]=[CH:5][C:4]=1[OH:11].C([O-])([O-])=O.[K+].[K+].[Cl:18][CH2:19][CH2:20][CH2:21]Br, predict the reaction product. The product is: [CH3:1][O:2][C:3]1[CH:8]=[C:7]([CH:6]=[CH:5][C:4]=1[O:11][CH2:21][CH2:20][CH2:19][Cl:18])[C:9]#[N:10]. (7) Given the reactants [C:1]([C:3]1([NH:6][C:7]([C@H:9]2[CH2:13][C@H:12]([S:14]([C:17]3[CH:22]=[CH:21][C:20](Br)=[CH:19][C:18]=3[C:24]([F:27])([F:26])[F:25])(=[O:16])=[O:15])[CH2:11][C@@H:10]2[O:28][CH:29]2[CH2:33][CH2:32][CH2:31][CH2:30]2)=[O:8])[CH2:5][CH2:4]1)#[N:2].C(C1(NC([C@H]2C[C@H](S(C3C=CC(Br)=CC=3C(F)(F)F)(=O)=O)C[C@@H]2OC2CCOCC2)=O)CC1)#N, predict the reaction product. The product is: [C:1]([C:3]1([NH:6][C:7]([C@H:9]2[CH2:13][C@H:12]([S:14]([C:17]3[CH:22]=[CH:21][CH:20]=[CH:19][C:18]=3[C:24]([F:26])([F:25])[F:27])(=[O:16])=[O:15])[CH2:11][C@@H:10]2[O:28][CH:29]2[CH2:33][CH2:32][CH2:31][CH2:30]2)=[O:8])[CH2:4][CH2:5]1)#[N:2]. (8) Given the reactants [C:1]([C:3]1[NH:20][C:6]2[C:7]([C:14]([O:16][CH:17]([CH3:19])[CH3:18])=[O:15])=[CH:8][NH:9][CH2:10][C:11]([CH3:13])([CH3:12])[C:5]=2[CH:4]=1)#[N:2].[CH:21]1([C:27](Cl)=[O:28])[CH2:26][CH2:25][CH2:24][CH2:23][CH2:22]1, predict the reaction product. The product is: [C:1]([C:3]1[NH:20][C:6]2[C:7]([C:14]([O:16][CH:17]([CH3:18])[CH3:19])=[O:15])=[CH:8][N:9]([C:27]([CH:21]3[CH2:26][CH2:25][CH2:24][CH2:23][CH2:22]3)=[O:28])[CH2:10][C:11]([CH3:13])([CH3:12])[C:5]=2[CH:4]=1)#[N:2]. (9) Given the reactants [CH:1]1([C:7]2[N:12]([C:13]3[CH:18]=[CH:17][CH:16]=[C:15]([F:19])[CH:14]=3)[C:11](=[O:20])[CH:10]=[C:9]([OH:21])[N:8]=2)[CH2:6][CH2:5][CH2:4][CH2:3][CH2:2]1.[Cl-].C[Al+]C.CCCCCC.FC1C=[C:35](C=CC=1)[NH2:36].C1(C#N)CCCCC1.C(OCC)(=O)[CH2:49][C:50]([O:52]CC)=[O:51].C[O-:60].[Na+], predict the reaction product. The product is: [CH:1]1([C:7]2[N:12]([C:13]3[CH:18]=[CH:17][CH:16]=[C:15]([F:19])[CH:14]=3)[C:11](=[O:20])[C:10]([C:35]([NH:36][CH2:49][C:50]([OH:52])=[O:51])=[O:60])=[C:9]([OH:21])[N:8]=2)[CH2:2][CH2:3][CH2:4][CH2:5][CH2:6]1.